Dataset: Full USPTO retrosynthesis dataset with 1.9M reactions from patents (1976-2016). Task: Predict the reactants needed to synthesize the given product. The reactants are: C(OC(=O)[NH:7][CH:8]([C:16]1[CH:21]=[C:20]([Cl:22])[N:19]=[CH:18][N:17]=1)[CH2:9][C:10]1[CH:15]=[CH:14][CH:13]=[CH:12][CH:11]=1)(C)(C)C.P(Cl)(Cl)(Cl)=O. Given the product [Cl:22][C:20]1[N:19]=[CH:18][N:17]=[C:16]([CH:8]([NH2:7])[CH2:9][C:10]2[CH:11]=[CH:12][CH:13]=[CH:14][CH:15]=2)[CH:21]=1, predict the reactants needed to synthesize it.